This data is from NCI-60 drug combinations with 297,098 pairs across 59 cell lines. The task is: Regression. Given two drug SMILES strings and cell line genomic features, predict the synergy score measuring deviation from expected non-interaction effect. (1) Drug 1: C1CC(=O)NC(=O)C1N2C(=O)C3=CC=CC=C3C2=O. Drug 2: C(CN)CNCCSP(=O)(O)O. Cell line: SNB-19. Synergy scores: CSS=-7.29, Synergy_ZIP=4.78, Synergy_Bliss=4.77, Synergy_Loewe=-2.41, Synergy_HSA=-1.70. (2) Drug 1: CCC1(CC2CC(C3=C(CCN(C2)C1)C4=CC=CC=C4N3)(C5=C(C=C6C(=C5)C78CCN9C7C(C=CC9)(C(C(C8N6C=O)(C(=O)OC)O)OC(=O)C)CC)OC)C(=O)OC)O.OS(=O)(=O)O. Drug 2: CS(=O)(=O)CCNCC1=CC=C(O1)C2=CC3=C(C=C2)N=CN=C3NC4=CC(=C(C=C4)OCC5=CC(=CC=C5)F)Cl. Cell line: SR. Synergy scores: CSS=45.6, Synergy_ZIP=9.06, Synergy_Bliss=8.14, Synergy_Loewe=-30.7, Synergy_HSA=5.71. (3) Drug 1: C1CCC(CC1)NC(=O)N(CCCl)N=O. Drug 2: CC1=C(N=C(N=C1N)C(CC(=O)N)NCC(C(=O)N)N)C(=O)NC(C(C2=CN=CN2)OC3C(C(C(C(O3)CO)O)O)OC4C(C(C(C(O4)CO)O)OC(=O)N)O)C(=O)NC(C)C(C(C)C(=O)NC(C(C)O)C(=O)NCCC5=NC(=CS5)C6=NC(=CS6)C(=O)NCCC[S+](C)C)O. Cell line: KM12. Synergy scores: CSS=27.3, Synergy_ZIP=-14.0, Synergy_Bliss=-8.48, Synergy_Loewe=4.58, Synergy_HSA=4.61.